From a dataset of Peptide-MHC class I binding affinity with 185,985 pairs from IEDB/IMGT. Regression. Given a peptide amino acid sequence and an MHC pseudo amino acid sequence, predict their binding affinity value. This is MHC class I binding data. (1) The peptide sequence is FADINGKLY. The MHC is HLA-C08:02 with pseudo-sequence HLA-C08:02. The binding affinity (normalized) is 1.00. (2) The peptide sequence is DVSPLMHLF. The MHC is HLA-B08:01 with pseudo-sequence HLA-B08:01. The binding affinity (normalized) is 0.0847.